Task: Predict the product of the given reaction.. Dataset: Forward reaction prediction with 1.9M reactions from USPTO patents (1976-2016) (1) The product is: [SH:5][CH:6]([CH2:8][C:9](=[O:14])[CH:10]([CH3:13])[CH2:11][CH3:12])[CH3:7]. Given the reactants CO.C(=O)([S:5][CH:6]([CH2:8][C:9](=[O:14])[CH:10]([CH3:13])[CH2:11][CH3:12])[CH3:7])C, predict the reaction product. (2) Given the reactants Br[C:2]1[CH:9]=[CH:8][C:7]([O:10][CH3:11])=[CH:6][C:3]=1[CH2:4]Cl.C([Li])CCC.[F:17][C:18]([F:23])([F:22])[C:19]([CH3:21])=[O:20].NCC(O)=O.[OH-].[K+], predict the reaction product. The product is: [CH3:11][O:10][C:7]1[CH:6]=[C:3]2[C:2](=[CH:9][CH:8]=1)[C:19]([CH3:21])([C:18]([F:23])([F:22])[F:17])[O:20][CH2:4]2. (3) Given the reactants [F:1][C:2]1[CH:10]=[N:9][CH:8]=[CH:7][C:3]=1[C:4](Cl)=[O:5].CN(C=O)C.[NH2:16][C:17]1[CH:22]=[C:21]([C:23]([CH3:26])([CH3:25])[CH3:24])[CH:20]=[CH:19][C:18]=1[OH:27].C(N(CC)CC)C, predict the reaction product. The product is: [C:23]([C:21]1[CH:20]=[CH:19][C:18]([OH:27])=[C:17]([NH:16][C:4](=[O:5])[C:3]2[CH:7]=[CH:8][N:9]=[CH:10][C:2]=2[F:1])[CH:22]=1)([CH3:26])([CH3:24])[CH3:25]. (4) Given the reactants [CH2:1]([N:8]1[CH2:13][CH2:12][C@@H:11]([C:14]2[CH:19]=[CH:18][C:17]([F:20])=[CH:16][CH:15]=2)[C@H:10](CC(O)=O)[C:9]1=O)[C:2]1[CH:7]=[CH:6][CH:5]=[CH:4][CH:3]=1.[O:26]1CCC[CH2:27]1, predict the reaction product. The product is: [CH2:1]([N:8]1[CH2:13][CH2:12][C@@H:11]([C:14]2[CH:19]=[CH:18][C:17]([F:20])=[CH:16][CH:15]=2)[C@H:10]([CH2:27][OH:26])[CH2:9]1)[C:2]1[CH:3]=[CH:4][CH:5]=[CH:6][CH:7]=1.